Dataset: Drug-target binding data from BindingDB using IC50 measurements. Task: Regression. Given a target protein amino acid sequence and a drug SMILES string, predict the binding affinity score between them. We predict pIC50 (pIC50 = -log10(IC50 in M); higher means more potent). Dataset: bindingdb_ic50. (1) The small molecule is COc1ccc2c(c1)C(=Nn1cc(O)n(CCCN3CCN(C)CC3)c1=O)CCO2. The target protein (O08703) has sequence AVWDWLILLLVIYTAVFTPYSAAFLLKEPEEDAQTADCGYACQPLAVVDLIVDIMFIVDILINFRTTYVNANEEVVSHPGRIAVHYFKGWFLIDMVAAIPFDLLIFGSGSEELIGLLKTARLLRLVRVARKLDRYSEYGAAVLFLLMCTFALIAHWLACIWY. The pIC50 is 6.3. (2) The compound is Cc1n[nH]c(=S)n(NC(=O)C=CC(=O)Nn2c(=S)[nH]nc(C)c2=O)c1=O. The target protein (P86926) has sequence MQLQRLGAPLLKRLVGGCIRQSTAPIMPCVVVSGSGVFLTPVRTYMPLPNDQSDFSPYIEIDLPSESRIQSLHKSGLAAQEWVACEKVHGTNFGIYLINQGDHEVVRFAKRSGIMDPNENFFGYHILIDEFTAQIRILNDLLKQKYGLSRVGRLVLNGELFGAKYKHPLVPKSEKWCTLPNGKKFPIAGVQIQREPFPQYSPELHFFAFDIKYSVSGAEEDFVLLGYDEFVEFSSKVPNLLYARALVRGTLDECLAFDVENFMTPLPALLGLGNYPLEGNLAEGVVIRHVRRGDPAVEKHNVSTIIKLRCSSFMELKHPGKQKELKETFIDTVRSGALRRVRGNVTVISDSMLPQVEAAANDLLLNNVSDGRLSNVLSKIGREPLLSGEVSQVDVVLMLAKDALKDFLKEVDSLVLNTTLAFRKLLITNVYFESKRLVEQKWKELMQEEAAAQSEAIPPLSPAAPTKGE. The pIC50 is 4.2. (3) The compound is COC(=O)N[C@H](C(=O)Nc1ccccc1CC[C@@H]1CN[C@H](COC(=O)N[C@H]2CCc3ccccc32)CO1)C(c1ccccc1)c1ccccc1. The target protein sequence is PQITLWQRPFVTIKIEGQLKEALLDTGADDTVLEEMNLPGRWKPKMIGGIGGFIKVRQYDQIVIEICGKKAIGTVLVGPTPVNIIGRNLLTQIGCTLNF. The pIC50 is 8.4. (4) The pIC50 is 6.9. The compound is O=c1[nH]c2ccccc2c(O)c1-c1nc2ccccc2[nH]1. The target protein (P35918) has sequence MESKALLAVALWFCVETRAASVGLPGDFLHPPKLSTQKDILTILANTTLQITCRGQRDLDWLWPNAQRDSEERVLVTECGGGDSIFCKTLTIPRVVGNDTGAYKCSYRDVDIASTVYVYVRDYRSPFIASVSDQHGIVYITENKNKTVVIPCRGSISNLNVSLCARYPEKRFVPDGNRISWDSEIGFTLPSYMISYAGMVFCEAKINDETYQSIMYIVVVVGYRIYDVILSPPHEIELSAGEKLVLNCTARTELNVGLDFTWHSPPSKSHHKKIVNRDVKPFPGTVAKMFLSTLTIESVTKSDQGEYTCVASSGRMIKRNRTFVRVHTKPFIAFGSGMKSLVEATVGSQVRIPVKYLSYPAPDIKWYRNGRPIESNYTMIVGDELTIMEVTERDAGNYTVILTNPISMEKQSHMVSLVVNVPPQIGEKALISPMDSYQYGTMQTLTCTVYANPPLHHIQWYWQLEEACSYRPGQTSPYACKEWRHVEDFQGGNKIEVTKN.... (5) The small molecule is CCC[C@@]1(CCc2ccccc2)CC(=O)C([C@H](CC)c2cccc(NS(=O)(=O)c3ccc(C(F)(F)F)cn3)c2)C(=O)O1. The target protein (Q80W54) has sequence MGMWASVDAMWDFPAEKRIFGAVLLFSWTVYLWETFLAQRQRRIYKTTTRVPAELEQIMDSDTFEKSRLYQLDKSTFSFWSGLYSEVEGTFILLFGGIPYLWRLSGQFCSSAGFGPEYEIIQSLVFLLLATLFSALTGLPWSLYNTFVIEEKHGFNHQTLEFFMKDAIKKFIVTQCILLPVSALLLYIIKIGGDYFFIYAWLFTLVVSLVLVTIYADYIAPLFDKFTPLPEGKLKQEIEVMAKSIDFPLTKVYVVEGSKRSSHSNAYFYGFFKNKRIVLFDTLLEEYSVPNKDNQEESGMEARNEGEGDSEEVKAKVKNKKQGCKNEEVLAVLGHELGHWKLGHTVKNIIISQMNSFLCFFLFAVLIGRRELFAAFGFYDSQPTLIGLLIIFQFIFSPYNEVLSFCLTVLSRRFEFQADAFAKKLGKAKDLYSALIKLNKDNLGFPVSDWLFSTWHYSHPPLLERLQALKNAKQD. The pIC50 is 5.9.